This data is from Full USPTO retrosynthesis dataset with 1.9M reactions from patents (1976-2016). The task is: Predict the reactants needed to synthesize the given product. Given the product [F:13][C:14]([F:22])([F:21])[S:15]([O-:18])(=[O:17])=[O:16].[C:2]([N+:4]1[CH:5]=[CH:6][C:7]([N:10]([CH3:12])[CH3:11])=[CH:8][CH:9]=1)#[N:3], predict the reactants needed to synthesize it. The reactants are: [Br-].[C:2]([N+:4]1[CH:9]=[CH:8][C:7]([N:10]([CH3:12])[CH3:11])=[CH:6][CH:5]=1)#[N:3].[F:13][C:14]([F:22])([F:21])[S:15]([O:18]CC)(=[O:17])=[O:16].